From a dataset of Catalyst prediction with 721,799 reactions and 888 catalyst types from USPTO. Predict which catalyst facilitates the given reaction. (1) Reactant: N(C(C)C)C(C)C.[Li]CCCC.[Br:13][C:14]1[CH:19]=[CH:18][C:17]([O:20][CH3:21])=[CH:16][C:15]=1[F:22].[I:23]I. Product: [Br:13][C:14]1[CH:19]=[CH:18][C:17]([O:20][CH3:21])=[C:16]([I:23])[C:15]=1[F:22]. The catalyst class is: 7. (2) Reactant: [F:1][C:2]1[CH:3]=[C:4]([CH2:9][C:10]([OH:12])=O)[CH:5]=[C:6]([F:8])[CH:7]=1.C(Cl)(C([Cl:17])=O)=O.CN(C=O)C. Product: [F:1][C:2]1[CH:3]=[C:4]([CH2:9][C:10]([Cl:17])=[O:12])[CH:5]=[C:6]([F:8])[CH:7]=1. The catalyst class is: 2. (3) Product: [Br:1][C:2]1[N:6]2[CH:7]=[C:8]([CH3:12])[N:9]=[C:10]([NH:14][CH2:15][C:16]3[CH:17]=[CH:18][C:19]([S:22]([NH2:25])(=[O:23])=[O:24])=[CH:20][CH:21]=3)[C:5]2=[N:4][CH:3]=1. The catalyst class is: 619. Reactant: [Br:1][C:2]1[N:6]2[CH:7]=[C:8]([CH3:12])[N:9]=[C:10](Cl)[C:5]2=[N:4][CH:3]=1.Cl.[NH2:14][CH2:15][C:16]1[CH:21]=[CH:20][C:19]([S:22]([NH2:25])(=[O:24])=[O:23])=[CH:18][CH:17]=1.CCN(C(C)C)C(C)C. (4) Reactant: [Br:1][C:2]1[CH:10]=[CH:9][C:8]([C:11]([O:13]C)=[O:12])=[C:7]2[C:3]=1[CH:4]=[CH:5][NH:6]2.[OH-].[Li+]. Product: [Br:1][C:2]1[CH:10]=[CH:9][C:8]([C:11]([OH:13])=[O:12])=[C:7]2[C:3]=1[CH:4]=[CH:5][NH:6]2. The catalyst class is: 278. (5) Reactant: [Si:1]([O:8][C@H:9]([C@H:32]1[CH2:36][C:35](=[O:37])[CH2:34][N:33]1[C:38]([O:40][C:41]([CH3:44])([CH3:43])[CH3:42])=[O:39])[C@@H:10]([NH:20][C:21](=[O:31])[C:22]1[CH:27]=[CH:26][CH:25]=[C:24]([C:28](=[O:30])[NH2:29])[CH:23]=1)[CH2:11][C:12]1[CH:17]=[C:16]([F:18])[CH:15]=[C:14]([F:19])[CH:13]=1)([C:4]([CH3:7])([CH3:6])[CH3:5])([CH3:3])[CH3:2].[C:45]1([Mg]Br)[CH:50]=[CH:49][CH:48]=[CH:47][CH:46]=1.O. Product: [Si:1]([O:8][C@H:9]([C@H:32]1[CH2:36][C:35]([OH:37])([C:45]2[CH:50]=[CH:49][CH:48]=[CH:47][CH:46]=2)[CH2:34][N:33]1[C:38]([O:40][C:41]([CH3:44])([CH3:43])[CH3:42])=[O:39])[C@@H:10]([NH:20][C:21](=[O:31])[C:22]1[CH:27]=[CH:26][CH:25]=[C:24]([C:28](=[O:30])[NH2:29])[CH:23]=1)[CH2:11][C:12]1[CH:13]=[C:14]([F:19])[CH:15]=[C:16]([F:18])[CH:17]=1)([C:4]([CH3:6])([CH3:7])[CH3:5])([CH3:3])[CH3:2]. The catalyst class is: 1.